This data is from Peptide-MHC class I binding affinity with 185,985 pairs from IEDB/IMGT. The task is: Regression. Given a peptide amino acid sequence and an MHC pseudo amino acid sequence, predict their binding affinity value. This is MHC class I binding data. (1) The peptide sequence is ETACLGKSYA. The MHC is HLA-A26:01 with pseudo-sequence HLA-A26:01. The binding affinity (normalized) is 0.529. (2) The peptide sequence is HFKKRFSTL. The MHC is HLA-B15:17 with pseudo-sequence HLA-B15:17. The binding affinity (normalized) is 0.0847. (3) The peptide sequence is LQAGFFLLTR. The MHC is HLA-A02:02 with pseudo-sequence HLA-A02:02. The binding affinity (normalized) is 0.348. (4) The peptide sequence is SQYLELDTI. The MHC is HLA-A26:01 with pseudo-sequence HLA-A26:01. The binding affinity (normalized) is 0. (5) The peptide sequence is RQFPTSFEF. The MHC is Mamu-B3901 with pseudo-sequence Mamu-B3901. The binding affinity (normalized) is 0.572. (6) The peptide sequence is SVPFGMVQY. The MHC is HLA-A03:01 with pseudo-sequence HLA-A03:01. The binding affinity (normalized) is 0.0847.